Dataset: Forward reaction prediction with 1.9M reactions from USPTO patents (1976-2016). Task: Predict the product of the given reaction. (1) Given the reactants Cl.[F:2][C:3]1[CH:4]=[C:5]([N:17]2[C:25]3[C:20](=[CH:21][CH:22]=[CH:23][CH:24]=3)[CH:19]=[C:18]2[CH3:26])[CH:6]=[CH:7][C:8]=1[C:9]([N:11]1[CH2:16][CH2:15][NH:14][CH2:13][CH2:12]1)=[O:10].[C:27]([O:31][C:32]([NH:34][C:35]1([C:38](O)=[O:39])[CH2:37][CH2:36]1)=[O:33])([CH3:30])([CH3:29])[CH3:28].CN(C(ON1N=NC2C=CC=CC1=2)=[N+](C)C)C.F[P-](F)(F)(F)(F)F.CCN(C(C)C)C(C)C, predict the reaction product. The product is: [F:2][C:3]1[CH:4]=[C:5]([N:17]2[C:25]3[C:20](=[CH:21][CH:22]=[CH:23][CH:24]=3)[CH:19]=[C:18]2[CH3:26])[CH:6]=[CH:7][C:8]=1[C:9]([N:11]1[CH2:16][CH2:15][N:14]([C:38]([C:35]2([NH:34][C:32](=[O:33])[O:31][C:27]([CH3:29])([CH3:28])[CH3:30])[CH2:37][CH2:36]2)=[O:39])[CH2:13][CH2:12]1)=[O:10]. (2) Given the reactants [CH2:1]([O:8][C:9]([N:11]1[CH2:17][CH2:16][CH2:15][CH:14]([NH:18][C:19](=[O:28])[C@@H:20]([NH2:27])[CH2:21][CH:22]2[CH2:26][CH2:25][CH2:24][CH2:23]2)[CH:13]([OH:29])[CH2:12]1)=[O:10])[C:2]1[CH:7]=[CH:6][CH:5]=[CH:4][CH:3]=1.[O:30]1[CH:34]=[CH:33][CH:32]=[C:31]1[C:35](O)=[O:36].CN1CCOCC1.CN(C(ON1N=NC2C=CC=CC1=2)=[N+](C)C)C.F[P-](F)(F)(F)(F)F, predict the reaction product. The product is: [CH2:1]([O:8][C:9]([N:11]1[CH2:17][CH2:16][CH2:15][CH:14]([NH:18][C:19](=[O:28])[C@@H:20]([NH:27][C:35]([C:31]2[O:30][CH:34]=[CH:33][CH:32]=2)=[O:36])[CH2:21][CH:22]2[CH2:23][CH2:24][CH2:25][CH2:26]2)[CH:13]([OH:29])[CH2:12]1)=[O:10])[C:2]1[CH:7]=[CH:6][CH:5]=[CH:4][CH:3]=1. (3) Given the reactants [I:1][C:2]1[CH:3]=[C:4]([CH:7]=[CH:8][CH:9]=1)[CH:5]=O.[C:10]1([C@H:16]([NH2:18])[CH3:17])[CH:15]=[CH:14][CH:13]=[CH:12][CH:11]=1, predict the reaction product. The product is: [I:1][C:2]1[CH:3]=[C:4]([CH:7]=[CH:8][CH:9]=1)[CH2:5][NH:18][C@@H:16]([C:10]1[CH:15]=[CH:14][CH:13]=[CH:12][CH:11]=1)[CH3:17]. (4) Given the reactants [CH3:1][N:2]1[C:6]([C:7]([NH:9][C:10]2[CH:15]=[C:14]([O:16][C:17]3[CH:18]=[N:19][C:20]([N+:23]([O-])=O)=[CH:21][CH:22]=3)[CH:13]=[CH:12][C:11]=2[CH3:26])=[O:8])=[CH:5][C:4]([CH3:27])=[N:3]1, predict the reaction product. The product is: [NH2:23][C:20]1[N:19]=[CH:18][C:17]([O:16][C:14]2[CH:13]=[CH:12][C:11]([CH3:26])=[C:10]([NH:9][C:7]([C:6]3[N:2]([CH3:1])[N:3]=[C:4]([CH3:27])[CH:5]=3)=[O:8])[CH:15]=2)=[CH:22][CH:21]=1. (5) The product is: [Br:8][C:6]1[N:7]=[C:2]([C:13]2[CH:14]=[CH:15][CH:16]=[C:11]([Cl:10])[CH:12]=2)[C:3]([NH2:9])=[N:4][CH:5]=1. Given the reactants Br[C:2]1[C:3]([NH2:9])=[N:4][CH:5]=[C:6]([Br:8])[N:7]=1.[Cl:10][C:11]1[CH:16]=[CH:15][C:14](B(O)O)=[CH:13][CH:12]=1.C(=O)([O-])[O-].[Na+].[Na+].C(O)(=O)CC(CC(O)=O)(C(O)=O)O, predict the reaction product. (6) Given the reactants [C:1]([O:5][C:6]([NH:8][C:9]([CH3:19])(/[CH:14]=[CH:15]\[CH2:16][C:17]#[N:18])[C:10]([O:12]C)=[O:11])=[O:7])([CH3:4])([CH3:3])[CH3:2].[OH-].[K+:21], predict the reaction product. The product is: [K+:21].[C:1]([O:5][C:6]([NH:8][C:9]([CH3:19])(/[CH:14]=[CH:15]\[CH2:16][C:17]#[N:18])[C:10]([O-:12])=[O:11])=[O:7])([CH3:4])([CH3:3])[CH3:2]. (7) Given the reactants CO[C:3]([C:5]1[N:6]=[C:7]([C:24]2[CH:25]=[N:26][CH:27]=[C:28]([F:30])[CH:29]=2)[C:8]2[C:9](=[O:23])[N:10]([CH2:16][C:17]3[CH:22]=[CH:21][CH:20]=[CH:19][CH:18]=3)[CH:11]=[CH:12][C:13]=2[C:14]=1[OH:15])=[O:4].[NH2:31][CH2:32][C:33]([OH:35])=[O:34].C[O-].[Na+], predict the reaction product. The product is: [CH2:16]([N:10]1[C:9](=[O:23])[C:8]2[C:7]([C:24]3[CH:25]=[N:26][CH:27]=[C:28]([F:30])[CH:29]=3)=[N:6][C:5]([C:3]([NH:31][CH2:32][C:33]([OH:35])=[O:34])=[O:4])=[C:14]([OH:15])[C:13]=2[CH:12]=[CH:11]1)[C:17]1[CH:18]=[CH:19][CH:20]=[CH:21][CH:22]=1.